Predict the reactants needed to synthesize the given product. From a dataset of Full USPTO retrosynthesis dataset with 1.9M reactions from patents (1976-2016). (1) Given the product [F:24][C:25]1[CH:30]=[CH:29][CH:28]=[CH:27][C:26]=1[NH:31][C:32](=[O:33])[NH:1][C:2]1[CH:7]=[CH:6][C:5]([CH2:8][C:9]([O:11][C:12]([CH3:13])([CH3:15])[CH3:14])=[O:10])=[CH:4][C:3]=1[CH3:16], predict the reactants needed to synthesize it. The reactants are: [NH2:1][C:2]1[CH:7]=[CH:6][C:5]([CH2:8][C:9]([O:11][C:12]([CH3:15])([CH3:14])[CH3:13])=[O:10])=[CH:4][C:3]=1[CH3:16].CCN(CC)CC.[F:24][C:25]1[CH:30]=[CH:29][CH:28]=[CH:27][C:26]=1[N:31]=[C:32]=[O:33]. (2) The reactants are: [CH2:1]([O:3][C:4]([CH2:6][C@H:7]1[CH2:12][CH2:11][C@H:10]([C:13](O)=[O:14])[CH2:9][CH2:8]1)=[O:5])[CH3:2]. Given the product [CH2:1]([O:3][C:4](=[O:5])[CH2:6][C@H:7]1[CH2:12][CH2:11][C@H:10]([CH2:13][OH:14])[CH2:9][CH2:8]1)[CH3:2], predict the reactants needed to synthesize it. (3) Given the product [CH3:35][O:34][C:30]1[CH:29]=[C:28]([CH:33]=[CH:32][CH:31]=1)[CH2:27][CH2:26][N:21]1[CH2:22][CH2:23][CH2:24][CH2:25][C@@H:20]1[CH2:19][N:8]1[C:7]2[CH:6]=[CH:5][CH:4]=[CH:3][C:13]=2[CH2:12][O:11][C:10]2[CH:14]=[CH:15][CH:16]=[CH:17][C:9]1=2, predict the reactants needed to synthesize it. The reactants are: [H-].[Na+].[CH:3]1[C:13]2[CH2:12][O:11][C:10]3[CH:14]=[CH:15][CH:16]=[CH:17][C:9]=3[NH:8][C:7]=2[CH:6]=[CH:5][CH:4]=1.Cl[C@@H:19]1[CH2:25][CH2:24][CH2:23][CH2:22][N:21]([CH2:26][CH2:27][C:28]2[CH:33]=[CH:32][CH:31]=[C:30]([O:34][CH3:35])[CH:29]=2)[CH2:20]1. (4) Given the product [C:1]([O:7][CH2:14][C:15]1[CH:20]=[CH:19][CH:18]=[CH:17][CH:16]=1)(=[O:6])[CH2:2][CH2:3][C:4]#[CH:5], predict the reactants needed to synthesize it. The reactants are: [C:1]([OH:7])(=[O:6])[CH2:2][CH2:3][C:4]#[CH:5].C([O-])([O-])=O.[K+].[K+].[CH2:14](Br)[C:15]1[CH:20]=[CH:19][CH:18]=[CH:17][CH:16]=1. (5) Given the product [CH2:5]([O:7][C:8]([C:10]1[CH:14]=[C:13]([C:15]2[CH:20]=[CH:19][CH:18]=[CH:17][N:16]=2)[N:12]([C:22]2[CH:23]=[N:24][C:25]([O:28][CH3:29])=[CH:26][CH:27]=2)[N:11]=1)=[O:9])[CH3:6], predict the reactants needed to synthesize it. The reactants are: C(O)(=O)C.[CH2:5]([O:7][C:8]([C:10]1[CH2:14][C:13](O)([C:15]2[CH:20]=[CH:19][CH:18]=[CH:17][N:16]=2)[N:12]([C:22]2[CH:23]=[N:24][C:25]([O:28][CH3:29])=[CH:26][CH:27]=2)[N:11]=1)=[O:9])[CH3:6].C(=O)([O-])O.[Na+].O. (6) Given the product [CH3:32][O:33][C:34](=[O:45])[C:35]1[CH:40]=[CH:39][C:38]([CH2:41][NH:42][C:28]([C@H:9]2[C@H:8]([C:4]3[CH:5]=[CH:6][CH:7]=[C:2]([Cl:1])[C:3]=3[F:31])[C@:12]([C:15]3[CH:20]=[CH:19][C:18]([Cl:21])=[CH:17][C:16]=3[F:22])([C:13]#[N:14])[C@H:11]([CH2:23][C:24]([CH3:25])([CH3:27])[CH3:26])[NH:10]2)=[O:29])=[CH:37][C:36]=1[O:43][CH3:44], predict the reactants needed to synthesize it. The reactants are: [Cl:1][C:2]1[C:3]([F:31])=[C:4]([CH:8]2[C:12]([C:15]3[CH:20]=[CH:19][C:18]([Cl:21])=[CH:17][C:16]=3[F:22])([C:13]#[N:14])[CH:11]([CH2:23][C:24]([CH3:27])([CH3:26])[CH3:25])[NH:10][CH:9]2[C:28](O)=[O:29])[CH:5]=[CH:6][CH:7]=1.[CH3:32][O:33][C:34](=[O:45])[C:35]1[CH:40]=[CH:39][C:38]([CH2:41][NH2:42])=[CH:37][C:36]=1[O:43][CH3:44].CCN(C(C)C)C(C)C.C1C=CC2N(O)N=NC=2C=1.CN(C(ON1N=NC2C=CC=CC1=2)=[N+](C)C)C.F[P-](F)(F)(F)(F)F. (7) The reactants are: Cl[C:2]1[C:3]2[NH:10][C:9]([CH3:11])=[C:8]([C:12]([O:14][CH2:15][CH3:16])=[O:13])[C:4]=2[N:5]=[CH:6][N:7]=1.[CH:17]1([CH2:20][O:21][C:22]2[CH:27]=[CH:26][C:25]([CH:28]([CH3:30])[CH3:29])=[CH:24][C:23]=2B2OC(C)(C)C(C)(C)O2)[CH2:19][CH2:18]1. Given the product [CH:17]1([CH2:20][O:21][C:22]2[CH:23]=[CH:24][C:25]([CH:28]([CH3:30])[CH3:29])=[CH:26][C:27]=2[C:2]2[C:3]3[NH:10][C:9]([CH3:11])=[C:8]([C:12]([O:14][CH2:15][CH3:16])=[O:13])[C:4]=3[N:5]=[CH:6][N:7]=2)[CH2:18][CH2:19]1, predict the reactants needed to synthesize it.